Dataset: Full USPTO retrosynthesis dataset with 1.9M reactions from patents (1976-2016). Task: Predict the reactants needed to synthesize the given product. (1) The reactants are: [C:1]1(=[O:14])[N:5]([CH2:6][CH:7]=[O:8])[C:4](=[O:9])[C:3]2=[CH:10][CH:11]=[CH:12][CH:13]=[C:2]12.CO/[CH:17]=[CH:18]/[C:19]([O:21][Si](C)(C)C)=[CH2:20].ClCCl.O. Given the product [O:21]=[C:19]1[CH:18]=[CH:17][O:8][CH:7]([CH2:6][N:5]2[C:4](=[O:9])[C:3]3[C:2](=[CH:13][CH:12]=[CH:11][CH:10]=3)[C:1]2=[O:14])[CH2:20]1, predict the reactants needed to synthesize it. (2) Given the product [C:4]1(=[O:13])[N:5]([CH:6]2[CH2:7][CH2:8][C:9](=[O:12])[CH2:10][CH2:11]2)[C:1](=[O:18])[C:2]2=[CH:17][CH:16]=[CH:15][CH:14]=[C:3]12, predict the reactants needed to synthesize it. The reactants are: [C:1]1(=[O:18])[N:5]([CH:6]2[CH2:11][CH2:10][CH:9]([OH:12])[CH2:8][CH2:7]2)[C:4](=[O:13])[C:3]2=[CH:14][CH:15]=[CH:16][CH:17]=[C:2]12.OS(O)(=O)=O.[Cr](O[Cr]([O-])(=O)=O)([O-])(=O)=O.[K+].[K+]. (3) Given the product [O:1]1[CH2:5][CH2:4][CH2:3][CH:2]1[CH2:6][CH2:7][CH2:8][OH:9], predict the reactants needed to synthesize it. The reactants are: [O:1]1[CH2:5][CH2:4][CH2:3][CH:2]1[CH2:6][CH2:7][C:8](O)=[O:9].B.N#N. (4) The reactants are: [CH:1]1([CH2:4][O:5][C:6]2[CH:11]=[CH:10][C:9]([CH:12]([F:14])[F:13])=[CH:8][C:7]=2[C:15]2[C:16]3[NH:23][C:22]([CH3:24])=[C:21]([C:25](O)=[O:26])[C:17]=3[N:18]=[CH:19][N:20]=2)[CH2:3][CH2:2]1.[NH2:28][C@H:29]1[CH2:33][C@H:32]([NH:34][C:35](=[O:41])[O:36][C:37]([CH3:40])([CH3:39])[CH3:38])[C@@H:31]([CH3:42])[CH2:30]1. Given the product [CH:1]1([CH2:4][O:5][C:6]2[CH:11]=[CH:10][C:9]([CH:12]([F:14])[F:13])=[CH:8][C:7]=2[C:15]2[C:16]3[NH:23][C:22]([CH3:24])=[C:21]([C:25]([NH:28][C@H:29]4[CH2:33][C@H:32]([NH:34][C:35](=[O:41])[O:36][C:37]([CH3:38])([CH3:40])[CH3:39])[C@@H:31]([CH3:42])[CH2:30]4)=[O:26])[C:17]=3[N:18]=[CH:19][N:20]=2)[CH2:3][CH2:2]1, predict the reactants needed to synthesize it. (5) Given the product [F:31][C:2]([F:1])([C:25]1[CH:26]=[CH:27][CH:28]=[CH:29][CH:30]=1)[C@H:3]([OH:24])[CH2:4][CH2:5][C@H:6]1[CH2:10][CH2:9][C:8](=[O:11])[N:7]1[CH2:12][CH2:13][CH2:14][CH2:15][CH2:16][CH2:17][C:18]([OH:20])=[O:19], predict the reactants needed to synthesize it. The reactants are: [F:1][C:2]([F:31])([C:25]1[CH:30]=[CH:29][CH:28]=[CH:27][CH:26]=1)[C@H:3]([OH:24])[CH2:4][CH2:5][C@H:6]1[CH2:10][CH2:9][C:8](=[O:11])[N:7]1[CH2:12][CH2:13][CH2:14][CH2:15][CH2:16][CH2:17][C:18]([O:20]C(C)C)=[O:19].[Li+].[OH-].Cl. (6) Given the product [CH3:24][C:25]1[NH:29][N:28]=[C:27]([NH:30][C:7]([C:6]2[C:5]3[CH:10]=[CH:11][C:12]([O:14][C:15]4[CH:20]=[CH:19][N:18]=[C:17]5[CH:21]=[CH:22][S:23][C:16]=45)=[CH:13][C:4]=3[O:3][C:2]=2[CH3:1])=[O:8])[CH:26]=1, predict the reactants needed to synthesize it. The reactants are: [CH3:1][C:2]1[O:3][C:4]2[CH:13]=[C:12]([O:14][C:15]3[CH:20]=[CH:19][N:18]=[C:17]4[CH:21]=[CH:22][S:23][C:16]=34)[CH:11]=[CH:10][C:5]=2[C:6]=1[C:7](Cl)=[O:8].[CH3:24][C:25]1[NH:29][N:28]=[C:27]([NH2:30])[CH:26]=1. (7) Given the product [CH2:1]([NH:3][C:11]1[S:12][C:13]([CH2:16][N:17]2[CH2:18][CH2:19][CH:20]([C:23]3[CH:28]=[CH:27][CH:26]=[CH:25][CH:24]=3)[CH2:21][CH2:22]2)=[CH:14][N:15]=1)[CH3:2], predict the reactants needed to synthesize it. The reactants are: [CH2:1]([N:3]([C:11]1[S:12][C:13]([CH2:16][N:17]2[CH2:22][CH2:21][CH:20]([C:23]3[CH:28]=[CH:27][CH:26]=[CH:25][CH:24]=3)[CH2:19][CH2:18]2)=[CH:14][N:15]=1)C(=O)OC(C)(C)C)[CH3:2].Cl.